Dataset: Experimentally validated miRNA-target interactions with 360,000+ pairs, plus equal number of negative samples. Task: Binary Classification. Given a miRNA mature sequence and a target amino acid sequence, predict their likelihood of interaction. (1) The miRNA is mmu-miR-7001-3p with sequence CGCUCACACUCCCUCUGCAG. The protein sequence of the target gene is MFIKGRAPRAPPRERRRATRGGLRQVVAPPRALGSTSRPHFRRASVCRRRCRKSGGLLAASRKMAAAAVNGAAGFSSSGPAATSGAVLQAATGMYEQLKGEWNRKSPNLSKCGEELGRLKLVLLELNFLPTTGTKLTKQQLILARDILEIGAQWSILRKDIPSFERYMAQLKCYYFDYKEQLPESAYMHQLLGLNLLFLLSQNRVAEFHTELERLPAKDIQTNVYIKHPVSLEQYLMEGSYNKVFLAKGNIPAESYTFFIDILLDTIRDEIAGCIEKAYEKILFTEATRILFFNTPKKMT.... Result: 0 (no interaction). (2) The miRNA is hsa-miR-4659a-5p with sequence CUGCCAUGUCUAAGAAGAAAAC. The protein sequence of the target gene is MEPVTKWSPKQVVDWTRGLDDCLQPYVHKFEREKIDGEQLLKISHQDLEELGVTRIGHQELVLEAVDLLCALNYGLETDTMKNLVLKLRASSHNLQNYISSRRKSPAYDGNTSRKPPNEFLTSVVELIGAAKALLAWLDRAPFTGITDLSVTKNKIIQLCLDLTTAVQKDCLIAEMEDKVLNVVKVLNGICDKTMRSTTDPVMSQCACLEEVHLPNVRPGEGLGMYIKSTYDGLHVITGTTENSPADRSQKIHAGDEVIQVNRQTVVGWQLKNLVRKLRENPTGVVLLLKKRPTGSFSFT.... Result: 0 (no interaction). (3) The miRNA is hsa-miR-627-3p with sequence UCUUUUCUUUGAGACUCACU. The protein sequence of the target gene is MARENGESSSSWKKQAEDIKKIFEFKETLGTGAFSEVVLAEEKATGKLFAVKCIPKKALKGKESSIENEIAVLRKIKHENIVALEDIYESPNHLYLVMQLVSGGELFDRIVEKGFYTEKDASTLIRQVLDAVYYLHRMGIVHRDLKPENLLYYSQDEESKIMISDFGLSKMEGKGDVMSTACGTPGYVAPEVLAQKPYSKAVDCWSIGVIAYILLCGYPPFYDENDSKLFEQILKAEYEFDSPYWDDISDSAKDFIRNLMEKDPNKRYTCEQAARHPWIAGDTALNKNIHESVSAQIRKN.... Result: 0 (no interaction). (4) The miRNA is mmu-miR-467a-5p with sequence UAAGUGCCUGCAUGUAUAUGCG. The protein sequence of the target gene is MPDQISVSEFVAETHEDYKAPTASSFTTRTAQCRNTVAAIEEALDVDRMVLYKMKKSVKAINISGLAHVENEEQYTQALEKFGGNCVCRDDPDLGSAFLKFSVFTKELTALFKNLIQNMNNIISFPLDSLLKGDLKGVKGDLKKPFDKAWKDYETKITKIEKEKKEHAKLHGMIRTEISGAEIAEEMEKERRFFQLQMCEYLLKVNEIKVKKGVDLLQNLIKYFHAQCNFFQDGLKAVESLKPSIETLSTDLHTIKQAQDEERRQLIQLRDILKSALQVEQKESRRDSQLRQSTAYSLHQ.... Result: 0 (no interaction). (5) The miRNA is mmu-miR-29a-5p with sequence ACUGAUUUCUUUUGGUGUUCAG. Result: 0 (no interaction). The protein sequence of the target gene is MKCSLRVWFLSMAFLLVFIMSLLFTYSHHSMATLPYLDSGALGGTHRVKLVPGYSGLQRLGKEGLLGRNCACSRCMGDASTSEWFDSHFDGNISPVWTRDNMNLPPDVQRWWMMLQPQFKSHNTNEVLEKLFQIVPGENPYRFRDPQQCRRCAVVGNSGNLRGSGYGQEVDSHNFIMRMNQAPTVGFEKDVGSRTTHHFMYPESAKNLPANVSFVLVPFKALDLMWIASALSTGQIRFTYAPVKSFLRVDKEKVQIYNPAFFKYIHDRWTEHHGRYPSTGMLVLFFALHVCDEVNVYGFG.... (6) The miRNA is hsa-miR-4796-5p with sequence UGUCUAUACUCUGUCACUUUAC. The protein sequence of the target gene is MKGELLLFSSVIVLLQVVCSCPDKCYCQSSTNFVDCSQQGLAEIPSHLPPQTRTLHLQDNQIHHLPAFAFRSVPWLMTLNLSNNSLSNLAPGAFHGLQHLQVLNLTQNSLLSLESRLFHSLPQLRELDLSSNNISHLPTSLGETWENLTILAVQQNQLQQLDRALLESMPSVRLLLLKDNLWKCNCHLLGLKLWLEKFVYKGGLTDGIICESPDTWKGKDLLRIPHELYQPCPLPAPDPVSSQAQWPGSAHGVVLRPPENHNAGERELLECELKPKPRPANLRHAIATVIITGVVCGIVC.... Result: 0 (no interaction).